The task is: Predict the product of the given reaction.. This data is from Forward reaction prediction with 1.9M reactions from USPTO patents (1976-2016). (1) Given the reactants Br[C:2]1[CH:3]=[CH:4][C:5]2[N:9]=[C:8]([C:10]3[CH:14]=[C:13]([CH3:15])[N:12]([CH2:16][C:17]4[CH:22]=[CH:21][C:20]([CH3:23])=[CH:19][CH:18]=4)[N:11]=3)[N:7](COCC[Si](C)(C)C)[C:6]=2[CH:32]=1.[F:33][C:34]1[CH:39]=[CH:38][C:37](B(O)O)=[CH:36][CH:35]=1.C(=O)([O-])[O-].[Na+].[Na+].O=O, predict the reaction product. The product is: [F:33][C:34]1[CH:39]=[CH:38][C:37]([C:2]2[CH:3]=[CH:4][C:5]3[N:9]=[C:8]([C:10]4[CH:14]=[C:13]([CH3:15])[N:12]([CH2:16][C:17]5[CH:22]=[CH:21][C:20]([CH3:23])=[CH:19][CH:18]=5)[N:11]=4)[NH:7][C:6]=3[CH:32]=2)=[CH:36][CH:35]=1. (2) Given the reactants [Cl:1][C:2]1[C:3]([S:24]([N:27]([CH2:37][C:38]2[CH:43]=[CH:42][C:41]([O:44][CH3:45])=[CH:40][CH:39]=2)[CH2:28][C:29]2[CH:34]=[CH:33][C:32]([O:35][CH3:36])=[CH:31][CH:30]=2)(=[O:26])=[O:25])=[N:4][CH:5]=[C:6]([C:9]([N:11]2[CH2:16][CH2:15][CH:14]([C:17]3[CH:22]=[CH:21][C:20]([F:23])=[CH:19][CH:18]=3)[CH2:13][CH2:12]2)=[O:10])[C:7]=1Cl.[NH2:46][C:47]1[CH:54]=[C:53]([N+:55]([O-:57])=[O:56])[CH:52]=[CH:51][C:48]=1[C:49]#[N:50], predict the reaction product. The product is: [Cl:1][C:2]1[C:3]([S:24]([N:27]([CH2:37][C:38]2[CH:39]=[CH:40][C:41]([O:44][CH3:45])=[CH:42][CH:43]=2)[CH2:28][C:29]2[CH:30]=[CH:31][C:32]([O:35][CH3:36])=[CH:33][CH:34]=2)(=[O:25])=[O:26])=[N:4][CH:5]=[C:6]([C:9]([N:11]2[CH2:16][CH2:15][CH:14]([C:17]3[CH:18]=[CH:19][C:20]([F:23])=[CH:21][CH:22]=3)[CH2:13][CH2:12]2)=[O:10])[C:7]=1[NH:46][C:47]1[CH:54]=[C:53]([N+:55]([O-:57])=[O:56])[CH:52]=[CH:51][C:48]=1[C:49]#[N:50]. (3) Given the reactants [C:1]([O:5][C:6]([N:8]1[CH2:12]/[C:11](=[CH:13]\[CH2:14][CH2:15][CH2:16][CH2:17][CH3:18])/[CH2:10][C@@H:9]1[C@H:19]1[O:23][C:22]([CH3:25])([CH3:24])[N:21]([C:26](=[O:28])[CH3:27])[C@H:20]1[CH2:29][C:30]1[CH:35]=[C:34]([F:36])[CH:33]=[C:32]([F:37])[CH:31]=1)=[O:7])([CH3:4])([CH3:3])[CH3:2].[H][H], predict the reaction product. The product is: [C:1]([O:5][C:6]([N:8]1[CH2:12][CH:11]([CH2:13][CH2:14][CH2:15][CH2:16][CH2:17][CH3:18])[CH2:10][C@@H:9]1[C@H:19]1[O:23][C:22]([CH3:25])([CH3:24])[N:21]([C:26](=[O:28])[CH3:27])[C@H:20]1[CH2:29][C:30]1[CH:31]=[C:32]([F:37])[CH:33]=[C:34]([F:36])[CH:35]=1)=[O:7])([CH3:2])([CH3:3])[CH3:4]. (4) Given the reactants [OH:1][CH2:2][CH:3]1[CH2:7][CH2:6][CH:5]([CH2:8][OH:9])[O:4]1.[H][H], predict the reaction product. The product is: [CH2:2]([OH:1])[CH:3]([OH:4])[CH2:7][CH2:6][CH2:5][CH2:8][OH:9]. (5) Given the reactants Cl[C:2]1[C:3]2[CH:14]=[CH:13][CH:12]=[CH:11][C:4]=2[N:5]([CH3:10])[C:6](=[O:9])[CH2:7][N:8]=1.[CH3:15][O:16][C:17]([C:19]1[CH:24]=[CH:23][C:22](B(O)O)=[CH:21][CH:20]=1)=[O:18].[C:28](=O)([O-])[O-].[Na+].[Na+].C(OCC)(=O)C, predict the reaction product. The product is: [CH3:10][N:5]1[C:4]2[CH:11]=[CH:12][CH:13]=[CH:14][C:3]=2[C:2]([C:22]2[CH:23]=[CH:24][C:19]([C:17]([O:16][CH2:15][CH3:28])=[O:18])=[CH:20][CH:21]=2)=[N:8][CH2:7][C:6]1=[O:9]. (6) Given the reactants [CH3:1][C:2]([CH3:38])=[CH:3][CH2:4][C:5]1[C:10]([O:11]CC2C=CC=CC=2)=[CH:9][C:8]([OH:19])=[CH:7][C:6]=1/[CH:20]=[CH:21]/[C:22]1[CH:27]=[CH:26][C:25]([O:28]CC2C=CC=CC=2)=[C:24]([O:36][CH3:37])[CH:23]=1.C1CC=CCC=1, predict the reaction product. The product is: [CH3:1][C:2]([CH3:38])=[CH:3][CH2:4][C:5]1[C:10]([OH:11])=[CH:9][C:8]([OH:19])=[CH:7][C:6]=1/[CH:20]=[CH:21]/[C:22]1[CH:27]=[CH:26][C:25]([OH:28])=[C:24]([O:36][CH3:37])[CH:23]=1. (7) Given the reactants [C@]12(CS(O)(=O)=O)C(C)(C)C(CC1)CC2=O.[Cl:16][C:17]1[CH:22]=[CH:21][CH:20]=[CH:19][C:18]=1[CH:23]([N:27]1[CH2:32][CH2:31][C:30]2[S:33][CH:34]=[CH:35][C:29]=2[CH2:28]1)[C:24]([NH2:26])=[O:25].C(OCC)(=O)C, predict the reaction product. The product is: [Cl:16][C:17]1[CH:22]=[CH:21][CH:20]=[CH:19][C:18]=1[C@H:23]([N:27]1[CH2:32][CH2:31][C:30]2[S:33][CH:34]=[CH:35][C:29]=2[CH2:28]1)[C:24]([NH2:26])=[O:25].